From a dataset of NCI-60 drug combinations with 297,098 pairs across 59 cell lines. Regression. Given two drug SMILES strings and cell line genomic features, predict the synergy score measuring deviation from expected non-interaction effect. (1) Drug 1: CC1C(C(CC(O1)OC2CC(CC3=C2C(=C4C(=C3O)C(=O)C5=C(C4=O)C(=CC=C5)OC)O)(C(=O)C)O)N)O.Cl. Drug 2: CC1=C(C(CCC1)(C)C)C=CC(=CC=CC(=CC(=O)O)C)C. Cell line: SK-MEL-5. Synergy scores: CSS=19.5, Synergy_ZIP=-4.45, Synergy_Bliss=5.36, Synergy_Loewe=-11.6, Synergy_HSA=2.11. (2) Drug 1: CCC1(CC2CC(C3=C(CCN(C2)C1)C4=CC=CC=C4N3)(C5=C(C=C6C(=C5)C78CCN9C7C(C=CC9)(C(C(C8N6C)(C(=O)OC)O)OC(=O)C)CC)OC)C(=O)OC)O.OS(=O)(=O)O. Drug 2: C1=NC2=C(N=C(N=C2N1C3C(C(C(O3)CO)O)F)Cl)N. Cell line: SK-OV-3. Synergy scores: CSS=8.82, Synergy_ZIP=-6.65, Synergy_Bliss=-2.50, Synergy_Loewe=-4.44, Synergy_HSA=-1.95.